This data is from Catalyst prediction with 721,799 reactions and 888 catalyst types from USPTO. The task is: Predict which catalyst facilitates the given reaction. Reactant: C(C[C@H](O[C:7]1[CH:12]=[CH:11][C:10]([CH2:13][CH2:14]Br)=[CH:9][CH:8]=1)C)C.[CH3:16][C@H:17]([NH2:26])[C@H:18]([OH:25])[C:19]1[CH:24]=[CH:23][CH:22]=[CH:21][CH:20]=1. Product: [CH2:8]([CH2:9][C@H:10]([CH2:13][C:7]1[CH:8]=[CH:9][C:10]([CH2:13][CH2:14][NH:26][C@@H:17]([CH3:16])[C@H:18]([OH:25])[C:19]2[CH:20]=[CH:21][CH:22]=[CH:23][CH:24]=2)=[CH:11][CH:12]=1)[CH3:11])[CH3:7]. The catalyst class is: 39.